From a dataset of Retrosynthesis with 50K atom-mapped reactions and 10 reaction types from USPTO. Predict the reactants needed to synthesize the given product. Given the product CCOC(=O)c1cn(CCCCI)c2cc(Cl)c(F)cc2c1=O, predict the reactants needed to synthesize it. The reactants are: CCOC(=O)c1c[nH]c2cc(Cl)c(F)cc2c1=O.ICCCCI.